This data is from Catalyst prediction with 721,799 reactions and 888 catalyst types from USPTO. The task is: Predict which catalyst facilitates the given reaction. (1) Reactant: C([O:8][C:9]1[CH:10]=[C:11]2[C:16](=[CH:17][CH:18]=1)[N:15]([CH2:19][CH2:20][CH2:21][O:22][C:23]1[CH:28]=[CH:27][C:26]([O:29][C:30]([F:33])([F:32])[F:31])=[CH:25][CH:24]=1)[CH2:14][CH2:13][CH2:12]2)C1C=CC=CC=1. Product: [F:32][C:30]([F:31])([F:33])[O:29][C:26]1[CH:27]=[CH:28][C:23]([O:22][CH2:21][CH2:20][CH2:19][N:15]2[C:16]3[C:11](=[CH:10][C:9]([OH:8])=[CH:18][CH:17]=3)[CH2:12][CH2:13][CH2:14]2)=[CH:24][CH:25]=1. The catalyst class is: 29. (2) Reactant: [Cl:1][C:2]1[CH:7]=[CH:6][CH:5]=[C:4]([Cl:8])[C:3]=1[CH2:9][S:10]([C:13]1[CH:14]=[C:15]2[C:19](=[CH:20][CH:21]=1)[NH:18][C:17](=[O:22])/[C:16]/2=[CH:23]\[C:24]1[NH:28][C:27]([CH3:29])=[C:26]([C:30](O)=[O:31])[C:25]=1[CH3:33])(=[O:12])=[O:11].C1C=C[C:37]2[N:42](O)N=N[C:38]=2[CH:39]=1.CCN=C=NCCCN(C)C.Cl.[N:56]1(C(C)CN)[CH2:61][CH2:60][O:59][CH2:58][CH2:57]1. Product: [N:56]1([CH2:39][CH2:38][CH2:37][NH:42][C:30]([C:26]2[C:25]([CH3:33])=[C:24](/[CH:23]=[C:16]3\[C:17](=[O:22])[NH:18][C:19]4[C:15]\3=[CH:14][C:13]([S:10]([CH2:9][C:3]3[C:2]([Cl:1])=[CH:7][CH:6]=[CH:5][C:4]=3[Cl:8])(=[O:12])=[O:11])=[CH:21][CH:20]=4)[NH:28][C:27]=2[CH3:29])=[O:31])[CH2:61][CH2:60][O:59][CH2:58][CH2:57]1. The catalyst class is: 3. (3) Reactant: C([SiH](CC)CC)C.[CH3:8][O:9][C:10](=[O:33])[C:11]1[CH:16]=[CH:15][C:14]([CH:17]([C:19]2[CH:24]=[CH:23][CH:22]=[CH:21][C:20]=2[O:25][CH2:26][C:27]2[CH:32]=[CH:31][CH:30]=[CH:29][CH:28]=2)O)=[CH:13][CH:12]=1.O. Product: [CH3:8][O:9][C:10](=[O:33])[C:11]1[CH:12]=[CH:13][C:14]([CH2:17][C:19]2[CH:24]=[CH:23][CH:22]=[CH:21][C:20]=2[O:25][CH2:26][C:27]2[CH:28]=[CH:29][CH:30]=[CH:31][CH:32]=2)=[CH:15][CH:16]=1. The catalyst class is: 10. (4) Reactant: Cl.[C:2](=[NH:10])([NH2:9])[C:3]1[CH:8]=[CH:7][N:6]=[CH:5][CH:4]=1.CCN(CC)CC.[Cl:18][C:19]([SH:22])(Cl)Cl.[OH-].[Na+]. Product: [Cl:18][C:19]1[S:22][N:9]=[C:2]([C:3]2[CH:8]=[CH:7][N:6]=[CH:5][CH:4]=2)[N:10]=1. The catalyst class is: 34. (5) Reactant: [C:1]([O:5][C:6](=[O:26])[NH:7][C:8]12[CH2:15][CH:14]3[CH2:16][C:10]([CH2:17][O:18]CC4C=CC=CC=4)([CH2:11][CH:12]1[CH2:13]3)[CH2:9]2)([CH3:4])([CH3:3])[CH3:2]. Product: [C:1]([O:5][C:6](=[O:26])[NH:7][C:8]12[CH2:15][CH:14]3[CH2:16][C:10]([CH2:17][OH:18])([CH2:11][CH:12]1[CH2:13]3)[CH2:9]2)([CH3:4])([CH3:2])[CH3:3]. The catalyst class is: 19. (6) Reactant: [S:1]1[C:5]2[S:6][CH:7]=[CH:8][C:4]=2[CH:3]=[C:2]1[C:9]([OH:11])=O.Cl.CN[O:15][CH3:16].C1C=C[C:20]2[N:25](O)N=NC=2C=1.CCN(C(C)C)C(C)C.CCN=C=NCCCN(C)C. Product: [CH3:16][O:15][CH2:20][NH:25][C:9]([C:2]1[S:1][C:5]2[S:6][CH:7]=[CH:8][C:4]=2[CH:3]=1)=[O:11]. The catalyst class is: 3.